Dataset: Full USPTO retrosynthesis dataset with 1.9M reactions from patents (1976-2016). Task: Predict the reactants needed to synthesize the given product. (1) The reactants are: [NH2:1][C:2]1[N:6]([CH3:7])[N:5]=[C:4]([CH3:8])[C:3]=1[CH:9]=O.[C:11]([CH2:13][C:14](OCC)=[O:15])#[N:12]. Given the product [OH:15][C:14]1[N:1]=[C:2]2[N:6]([CH3:7])[N:5]=[C:4]([CH3:8])[C:3]2=[CH:9][C:13]=1[C:11]#[N:12], predict the reactants needed to synthesize it. (2) Given the product [Cl:5][C:6]1[CH:11]=[CH:10][C:9]([O:12][CH3:13])=[C:8]([CH:7]=1)[CH2:15][C:16]1[O:20][C:19]([C:21]([O:23][CH2:24][CH3:25])=[O:22])=[CH:18][CH:17]=1, predict the reactants needed to synthesize it. The reactants are: [Cl-].[Al+3].[Cl-].[Cl-].[Cl:5][C:6]1[CH:11]=[CH:10][C:9]([O:12][CH3:13])=[CH:8][CH:7]=1.Cl[CH2:15][C:16]1[O:20][C:19]([C:21]([O:23][CH2:24][CH3:25])=[O:22])=[CH:18][CH:17]=1. (3) Given the product [ClH:33].[C:10]1([CH2:16][CH2:17][CH2:18][O:19][C:20]2[CH:25]=[CH:24][C:23](/[C:26](/[CH3:30])=[CH:27]/[CH2:28][NH:34][CH2:38][CH2:39][C:5]([OH:8])=[O:4])=[CH:22][CH:21]=2)[CH:15]=[CH:14][CH:13]=[CH:12][CH:11]=1, predict the reactants needed to synthesize it. The reactants are: [OH-].[Na+].C[O:4][CH:5]([O:8]C)OC.[C:10]1([CH2:16][CH2:17][CH2:18][O:19][C:20]2[CH:25]=[CH:24][C:23](/[C:26](/[CH3:30])=[CH:27]/[CH:28]=O)=[CH:22][CH:21]=2)[CH:15]=[CH:14][CH:13]=[CH:12][CH:11]=1.[BH4-].[Na+].[ClH:33].[NH3:34].O1[CH2:39][CH2:38]CC1. (4) Given the product [Cl:15][C:16]1[CH:17]=[CH:18][C:19]([C:22]2[CH:26]=[C:25]([C:27]([N:10]3[CH2:9][C@H:8]([CH2:11][CH2:12][CH3:13])[NH:7][C:6](=[O:14])[C@@H:5]3[CH2:1][CH:2]([CH3:4])[CH3:3])=[O:28])[O:24][N:23]=2)=[CH:20][CH:21]=1, predict the reactants needed to synthesize it. The reactants are: [CH2:1]([C@@H:5]1[NH:10][CH2:9][C@H:8]([CH2:11][CH2:12][CH3:13])[NH:7][C:6]1=[O:14])[CH:2]([CH3:4])[CH3:3].[Cl:15][C:16]1[CH:21]=[CH:20][C:19]([C:22]2[CH:26]=[C:25]([C:27](O)=[O:28])[O:24][N:23]=2)=[CH:18][CH:17]=1.C([C@@H]1N(C([C@@H]2C[C@H]2C2C=CC=CC=2)=O)C[C@H](CC(C)C)NC1=O)C(C)C. (5) The reactants are: [Br:1][C:2]1[CH:7]=[C:6]([O:8][CH3:9])[CH:5]=[CH:4][C:3]=1[F:10].[I:11]I. Given the product [Br:1][C:2]1[CH:7]=[C:6]([O:8][CH3:9])[C:5]([I:11])=[CH:4][C:3]=1[F:10], predict the reactants needed to synthesize it. (6) The reactants are: [Cl:1][C:2]1[CH:3]=[N:4][CH:5]=[C:6]([Cl:11])[C:7]=1[CH:8]=[N:9][OH:10].ClN1C(=O)CCC1=O.[CH:20]1([C:24](=O)[CH2:25][C:26]([O:28][CH2:29][CH3:30])=[O:27])[CH2:23][CH2:22][CH2:21]1.[O-]CC.[Na+]. Given the product [CH:20]1([C:24]2[O:10][N:9]=[C:8]([C:7]3[C:6]([Cl:11])=[CH:5][N:4]=[CH:3][C:2]=3[Cl:1])[C:25]=2[C:26]([O:28][CH2:29][CH3:30])=[O:27])[CH2:21][CH2:22][CH2:23]1, predict the reactants needed to synthesize it. (7) Given the product [CH3:39][O:38][C:36](=[O:37])[CH2:35][CH2:34][CH2:33][CH2:32][CH2:31][NH:30][C:14](=[O:16])/[CH:13]=[CH:12]/[CH:11]=[CH:10]/[C:5]1[CH:6]=[CH:7][CH:8]=[CH:9][C:4]=1[N+:1]([O-:3])=[O:2], predict the reactants needed to synthesize it. The reactants are: [N+:1]([C:4]1[CH:9]=[CH:8][CH:7]=[CH:6][C:5]=1/[CH:10]=[CH:11]/[CH:12]=[CH:13]/[C:14]([OH:16])=O)([O-:3])=[O:2].O1CCCC1.C(N(CC)CC)C.Cl.[NH2:30][CH2:31][CH2:32][CH2:33][CH2:34][CH2:35][C:36]([O:38][CH3:39])=[O:37].